This data is from Reaction yield outcomes from USPTO patents with 853,638 reactions. The task is: Predict the reaction yield, written as a fraction of the theoretical maximum amount of product (1.0 means a 100% yield; for example, 0.34 means a 34% yield). (1) The product is [CH3:29][O:28][CH:27]([O:30][CH3:31])[CH2:26][CH2:25][N:6]1[C:5](=[O:8])[N:4]([C:9]([C:11]2[CH:12]=[CH:13][CH:14]=[CH:15][CH:16]=2)=[O:10])[C:3](=[O:17])[C:2]([CH3:1])=[N:7]1. The reactants are [CH3:1][C:2]1[C:3](=[O:17])[N:4]([C:9]([C:11]2[CH:16]=[CH:15][CH:14]=[CH:13][CH:12]=2)=[O:10])[C:5](=[O:8])[NH:6][N:7]=1.C(=O)([O-])[O-].[K+].[K+].Br[CH2:25][CH2:26][CH:27]([O:30][CH3:31])[O:28][CH3:29]. The catalyst is CN(C)C=O. The yield is 0.709. (2) The reactants are [Br-].Br[C:3]1[CH:4]=[C:5]2[C:10](=[N:11][CH:12]=1)[NH:9][C:8](=[O:13])[CH2:7][CH2:6]2.C(N(C(C)C)CC)(C)C.[C:23]([O:27][C:28](=[O:31])[CH:29]=[CH2:30])([CH3:26])([CH3:25])[CH3:24].C1(C)C=CC=CC=1P(C1C=CC=CC=1C)C1C=CC=CC=1C.C. The catalyst is O.C([O-])(=O)C.C([O-])(=O)C.[Pd+2].C(Cl)Cl.CO.CN(C)C=O.C(#N)C. The product is [O:13]=[C:8]1[NH:9][C:10]2[N:11]=[CH:12][C:3](/[CH:30]=[CH:29]/[C:28]([O:27][C:23]([CH3:26])([CH3:25])[CH3:24])=[O:31])=[CH:4][C:5]=2[CH2:6][CH2:7]1. The yield is 0.820. (3) The reactants are [C:1]([O:5][C:6]([NH:8][CH:9]([CH2:15][C:16]1[CH:21]=[CH:20][CH:19]=[CH:18][CH:17]=1)[C@H:10]([OH:14])[C:11]([OH:13])=O)=[O:7])([CH3:4])([CH3:3])[CH3:2].[CH2:22](CN)[C:23]1[CH:28]=[CH:27][CH:26]=[CH:25][CH:24]=1.[CH:31]([N:34](CC)C(C)C)(C)C.CN(C(ON1N=NC2C=CC=NC1=2)=[N+](C)C)C.F[P-](F)(F)(F)(F)F. The catalyst is CN(C=O)C. The product is [C:1]([O:5][C:6](=[O:7])[NH:8][C@@H:9]([CH2:15][C:16]1[CH:21]=[CH:20][CH:19]=[CH:18][CH:17]=1)[CH:10]([C:11](=[O:13])[N:34]([CH2:22][C:23]1[CH:24]=[CH:25][CH:26]=[CH:27][CH:28]=1)[CH3:31])[OH:14])([CH3:2])([CH3:3])[CH3:4]. The yield is 0.760. (4) The reactants are C1C=CC2N([OH:10])N=NC=2C=1.C(Cl)CCl.[NH2:15][C:16]1[CH:23]=[CH:22][C:19]([CH2:20][OH:21])=[CH:18][CH:17]=1.[NH:24]([C:36]([O:38][CH2:39][CH:40]1[C:52]2[C:47](=[CH:48][CH:49]=[CH:50][CH:51]=2)[C:46]2[C:41]1=[CH:42][CH:43]=[CH:44][CH:45]=2)=[O:37])[C@H:25]([C:33]([OH:35])=[O:34])[CH2:26][CH2:27][CH2:28][NH:29][C:30]([NH2:32])=[O:31]. The catalyst is C(Cl)Cl. The product is [NH:24]([C:36]([O:38][CH2:39][CH:40]1[C:41]2[C:46](=[CH:45][CH:44]=[CH:43][CH:42]=2)[C:47]2[C:52]1=[CH:51][CH:50]=[CH:49][CH:48]=2)=[O:37])[C@H:25]([C:33]([OH:35])=[O:34])[CH2:26][CH2:27][CH2:28][NH:29][C:30]([NH2:32])=[O:31].[CH:18]1[C:19]([C:20]([OH:10])=[O:21])=[CH:22][CH:23]=[C:16]([NH2:15])[CH:17]=1. The yield is 0.860. (5) The reactants are Br[CH2:2][C:3]([C:5]1[C:10]([CH3:11])=[CH:9][C:8]([Cl:12])=[CH:7][C:6]=1[CH3:13])=O.[NH2:14][C:15]([NH2:17])=[S:16]. The catalyst is CCO. The product is [Cl:12][C:8]1[CH:9]=[C:10]([CH3:11])[C:5]([C:3]2[N:14]=[C:15]([NH2:17])[S:16][CH:2]=2)=[C:6]([CH3:13])[CH:7]=1. The yield is 0.720. (6) The reactants are COC1C=CC(C[N:8]2[C:12]3=[N:13][CH:14]=[CH:15][C:16]([O:17][C:18]4[CH:23]=[CH:22][C:21]([NH:24][C:25]([C:27]56[CH2:32][CH:31]5[CH2:30][N:29]([C:33]5[CH:38]=[CH:37][C:36]([F:39])=[CH:35][CH:34]=5)[C:28]6=[O:40])=[O:26])=[CH:20][C:19]=4[F:41])=[C:11]3[C:10]([N:42]3[CH2:47][CH2:46][N:45](C(OC(C)(C)C)=O)[CH2:44][CH2:43]3)=[N:9]2)=CC=1. The catalyst is C(O)(C(F)(F)F)=O. The product is [F:41][C:19]1[CH:20]=[C:21]([NH:24][C:25]([C:27]23[CH2:32][CH:31]2[CH2:30][N:29]([C:33]2[CH:38]=[CH:37][C:36]([F:39])=[CH:35][CH:34]=2)[C:28]3=[O:40])=[O:26])[CH:22]=[CH:23][C:18]=1[O:17][C:16]1[CH:15]=[CH:14][N:13]=[C:12]2[NH:8][N:9]=[C:10]([N:42]3[CH2:43][CH2:44][NH:45][CH2:46][CH2:47]3)[C:11]=12. The yield is 0.449. (7) The reactants are [CH3:1][O:2][C:3]1[CH:4]=[C:5]([CH2:11][C:12](=[O:16])[CH2:13][C:14]#[N:15])[CH:6]=[CH:7][C:8]=1[O:9][CH3:10].[CH3:17][N:18](C(OC)OC)C.[C:25]([O-])(=O)C.[NH4+]. The yield is 0.690. The catalyst is CN(C=O)C.CCO. The product is [CH3:1][O:2][C:3]1[CH:4]=[C:5]([C:11]2[CH:25]=[N:15][CH:14]=[C:13]([C:12]=2[OH:16])[C:17]#[N:18])[CH:6]=[CH:7][C:8]=1[O:9][CH3:10]. (8) The reactants are [F:1][C:2]1[CH:7]=[CH:6][CH:5]=[CH:4][C:3]=1[O:8][C:9]1[CH:14]=[CH:13][C:12]([N+:15]([O-])=O)=[CH:11][CH:10]=1.[NH4+].[Cl-]. The catalyst is CO.O.[Fe]. The product is [F:1][C:2]1[CH:7]=[CH:6][CH:5]=[CH:4][C:3]=1[O:8][C:9]1[CH:14]=[CH:13][C:12]([NH2:15])=[CH:11][CH:10]=1. The yield is 0.730. (9) The reactants are [CH3:1][C:2]([O:4][C@H:5]1[C:14]2[C@@:15]3([CH3:30])[C@@H:26]([CH2:27][O:28][CH3:29])[O:25][C:23](=[O:24])[C:17]4=[CH:18][O:19][C:20]([C:21](=[O:22])[C:13]=2[C@@H:8]2[CH2:9][CH2:10][C@H:11]([OH:12])[C@@:7]2([CH3:31])[CH2:6]1)=[C:16]34)=[O:3].Cl.[CH2:33]([NH2:35])[CH3:34].C(N(CC)CC)C.O. The catalyst is C(Cl)Cl. The product is [C:2]([O:4][C@H:5]1[C:14]2[C@:15]3([CH3:30])[C:16](/[C:17](=[CH:18]/[NH:35][CH2:33][CH3:34])/[C:23](=[O:24])[O:25][C@@H:26]3[CH2:27][O:28][CH3:29])=[C:20]([OH:19])[C:21](=[O:22])[C:13]=2[C@H:8]2[C@@:7]([CH3:31])([C@@H:11]([OH:12])[CH2:10][CH2:9]2)[CH2:6]1)(=[O:3])[CH3:1]. The yield is 0.290.